The task is: Predict the reactants needed to synthesize the given product.. This data is from Full USPTO retrosynthesis dataset with 1.9M reactions from patents (1976-2016). (1) Given the product [Cl:41][C:42]1[CH:43]=[C:44]([NH:54][C:2]2[N:7]=[C:6]([C:8]3[S:12][C:11]([C:13]4[CH:14]=[CH:15][C:16]([OH:19])=[CH:17][CH:18]=4)=[N:10][C:9]=3[C:20]3[CH:21]=[C:22]([NH:26][C:27](=[O:36])[C:28]4[CH:33]=[C:32]([F:34])[CH:31]=[CH:30][C:29]=4[F:35])[CH:23]=[CH:24][CH:25]=3)[CH:5]=[CH:4][N:3]=2)[CH:45]=[CH:46][C:47]=1[O:48][CH2:49][CH2:50][N:51]([CH3:52])[CH3:53], predict the reactants needed to synthesize it. The reactants are: Cl[C:2]1[N:7]=[C:6]([C:8]2[S:12][C:11]([C:13]3[CH:18]=[CH:17][C:16]([OH:19])=[CH:15][CH:14]=3)=[N:10][C:9]=2[C:20]2[CH:21]=[C:22]([NH:26][C:27](=[O:36])[C:28]3[CH:33]=[C:32]([F:34])[CH:31]=[CH:30][C:29]=3[F:35])[CH:23]=[CH:24][CH:25]=2)[CH:5]=[CH:4][N:3]=1.CC(O)C.[Cl:41][C:42]1[CH:43]=[C:44]([NH2:54])[CH:45]=[CH:46][C:47]=1[O:48][CH2:49][CH2:50][N:51]([CH3:53])[CH3:52].Cl. (2) Given the product [C:2]([C:4]1[CH:9]=[CH:8][C:7]([CH:10]2[C:14]3[C:15]([CH3:29])=[C:16]([NH:21][C:22](=[O:28])[CH2:23][C:24]([CH3:26])([CH3:25])[CH3:27])[C:17]([CH3:20])=[C:18]([CH3:19])[C:13]=3[O:12][CH2:11]2)=[CH:6][CH:5]=1)(=[O:1])[CH3:3], predict the reactants needed to synthesize it. The reactants are: [OH:1][CH:2]([C:4]1[CH:9]=[CH:8][C:7]([CH:10]2[C:14]3[C:15]([CH3:29])=[C:16]([NH:21][C:22](=[O:28])[CH2:23][C:24]([CH3:27])([CH3:26])[CH3:25])[C:17]([CH3:20])=[C:18]([CH3:19])[C:13]=3[O:12][CH2:11]2)=[CH:6][CH:5]=1)[CH3:3].C1COCC1.C(OC(C)C)(C)C.